From a dataset of Full USPTO retrosynthesis dataset with 1.9M reactions from patents (1976-2016). Predict the reactants needed to synthesize the given product. (1) Given the product [Cl:17][C:16]1[N:15]=[C:14]([CH2:18][CH3:19])[N:11]2[CH2:12][CH2:13][NH:8][CH:9]([CH2:20][CH2:21][C:22]3[CH:27]=[CH:26][C:25]([C:28]([F:30])([F:29])[F:31])=[CH:24][CH:23]=3)[C:10]=12, predict the reactants needed to synthesize it. The reactants are: C(OC([N:8]1[CH2:13][CH2:12][N:11]2[C:14]([CH2:18][CH3:19])=[N:15][C:16]([Cl:17])=[C:10]2[CH:9]1[CH2:20][CH2:21][C:22]1[CH:27]=[CH:26][C:25]([C:28]([F:31])([F:30])[F:29])=[CH:24][CH:23]=1)=O)(C)(C)C.Cl.O1CCOCC1. (2) The reactants are: FC(F)(F)C(O)=O.C(OC([NH:15][CH2:16][C:17]1[S:21]/[C:20](=[N:22]\[S:23]([C:26]2[CH:35]=[CH:34][CH:33]=[CH:32][C:27]=2[C:28]([O:30][CH3:31])=[O:29])(=[O:25])=[O:24])/[N:19]([CH2:36][C:37]2[C:46]3[C:41](=[CH:42][CH:43]=[CH:44][CH:45]=3)[CH:40]=[CH:39][CH:38]=2)[CH:18]=1)=O)(C)(C)C. Given the product [NH2:15][CH2:16][C:17]1[S:21]/[C:20](=[N:22]\[S:23]([C:26]2[CH:35]=[CH:34][CH:33]=[CH:32][C:27]=2[C:28]([O:30][CH3:31])=[O:29])(=[O:24])=[O:25])/[N:19]([CH2:36][C:37]2[C:46]3[C:41](=[CH:42][CH:43]=[CH:44][CH:45]=3)[CH:40]=[CH:39][CH:38]=2)[CH:18]=1, predict the reactants needed to synthesize it.